From a dataset of Catalyst prediction with 721,799 reactions and 888 catalyst types from USPTO. Predict which catalyst facilitates the given reaction. (1) Reactant: [CH:1]1([NH:6][C:7]([NH:9][C:10]([C:29]2[CH:34]=[CH:33][C:32]([N:35]=C(C3C=CC=CC=3)C3C=CC=CC=3)=[CH:31][N:30]=2)([C:18]2[CH:23]=[C:22]([C:24]([F:27])([F:26])[F:25])[CH:21]=[C:20]([F:28])[CH:19]=2)[CH2:11][C:12]2[CH:17]=[CH:16][CH:15]=[CH:14][CH:13]=2)=[O:8])[CH2:5][CH2:4][CH2:3][CH2:2]1.C1COCC1.CCOC(C)=O. Product: [NH2:35][C:32]1[CH:33]=[CH:34][C:29]([C:10]([NH:9][C:7]([NH:6][CH:1]2[CH2:5][CH2:4][CH2:3][CH2:2]2)=[O:8])([C:18]2[CH:23]=[C:22]([C:24]([F:26])([F:27])[F:25])[CH:21]=[C:20]([F:28])[CH:19]=2)[CH2:11][C:12]2[CH:17]=[CH:16][CH:15]=[CH:14][CH:13]=2)=[N:30][CH:31]=1. The catalyst class is: 33. (2) Product: [C:14]([O:18][C:19]([N:21]1[CH2:26][CH2:25][C:24]([OH:27])([C:9]2[C:10]([Cl:13])=[CH:11][CH:12]=[C:7]([Cl:6])[N:8]=2)[CH2:23][CH2:22]1)=[O:20])([CH3:17])([CH3:15])[CH3:16]. Reactant: C([Li])CCC.[Cl:6][C:7]1[CH:12]=[CH:11][C:10]([Cl:13])=[CH:9][N:8]=1.[C:14]([O:18][C:19]([N:21]1[CH2:26][CH2:25][C:24](=[O:27])[CH2:23][CH2:22]1)=[O:20])([CH3:17])([CH3:16])[CH3:15].[Cl-].[NH4+]. The catalyst class is: 27. (3) Reactant: Cl.Br[CH2:3][C:4]([C:6]1[CH:26]=[CH:25][C:9]2[N:10]([CH2:21][CH:22]([CH3:24])[CH3:23])[C:11]([C:13]3[CH:18]=[CH:17][CH:16]=[C:15]([O:19][CH3:20])[CH:14]=3)=[N:12][C:8]=2[CH:7]=1)=O.N1C=CC=CC=1.[NH:33]([C:35](=[S:39])[O:36]CC)[NH2:34].O. Product: [CH2:21]([N:10]1[C:9]2[CH:25]=[CH:26][C:6]([C:4]3[CH2:3][S:39][C:35](=[O:36])[NH:33][N:34]=3)=[CH:7][C:8]=2[N:12]=[C:11]1[C:13]1[CH:18]=[CH:17][CH:16]=[C:15]([O:19][CH3:20])[CH:14]=1)[CH:22]([CH3:24])[CH3:23]. The catalyst class is: 8. (4) Reactant: [N:12]1([C:10]([S:9][S:9][C:10]([N:12]2[CH:16]=[CH:15][CH:14]=[CH:13]2)=[S:11])=[S:11])[CH:16]=[CH:15][CH:14]=[CH:13]1.N([C:19]([CH3:23])([CH3:22])[C:20]#[N:21])=N[C:19]([CH3:23])([CH3:22])[C:20]#[N:21]. Product: [N:12]1([C:10]([S:9][C:19]([C:20]#[N:21])([CH3:23])[CH3:22])=[S:11])[CH:13]=[CH:14][CH:15]=[CH:16]1. The catalyst class is: 13. (5) Reactant: FC(F)(F)OC1C=CC(OC2C=CC(N)=CC=2C)=CC=1.CC(C(C)=O)C(OCC)=O.C1(C)C=CC(S(O)(=O)=O)=CC=1.[F:42][C:43]([F:67])([F:66])[O:44][C:45]1[CH:65]=[CH:64][C:48]([O:49][C:50]2[C:51]([CH3:63])=[C:52]3[C:57](=[CH:58][CH:59]=2)[N:56]=[C:55]([CH3:60])[C:54]([CH3:61])=[C:53]3[OH:62])=[CH:47][CH:46]=1. Product: [F:66][C:43]([F:42])([F:67])[O:44][C:45]1[CH:65]=[CH:64][C:48]([O:49][C:50]2[CH:59]=[C:58]3[C:57](=[CH:52][C:51]=2[CH3:63])[N:56]=[C:55]([CH3:60])[C:54]([CH3:61])=[C:53]3[OH:62])=[CH:47][CH:46]=1. The catalyst class is: 113. (6) Reactant: [I:1][C:2]1[CH:3]=[C:4]([C:8]2([NH2:18])[CH2:16][CH2:15][C:14]3[C:10](=[CH:11][N:12]([CH3:17])[N:13]=3)[CH2:9]2)[CH:5]=[CH:6][CH:7]=1.[F:19][C:20]1[CH:21]=[C:22]([CH2:27][C@H:28]([NH:32][C:33](=[O:39])[O:34][C:35]([CH3:38])([CH3:37])[CH3:36])[C@H:29]2[CH2:31][O:30]2)[CH:23]=[C:24]([F:26])[CH:25]=1. Product: [F:19][C:20]1[CH:21]=[C:22]([CH2:27][C@H:28]([NH:32][C:33](=[O:39])[O:34][C:35]([CH3:38])([CH3:37])[CH3:36])[C@H:29]([OH:30])[CH2:31][NH:18][C:8]2([C:4]3[CH:5]=[CH:6][CH:7]=[C:2]([I:1])[CH:3]=3)[CH2:16][CH2:15][C:14]3[C:10](=[CH:11][N:12]([CH3:17])[N:13]=3)[CH2:9]2)[CH:23]=[C:24]([F:26])[CH:25]=1. The catalyst class is: 32. (7) Reactant: [CH3:1][C:2]1[CH:3]=[C:4]([C:9]([C:11]2[C:20](=[O:21])[C:19]3[C:14](=[CH:15][CH:16]=[CH:17][CH:18]=3)[NH:13][CH:12]=2)=[O:10])[CH:5]=[N:6][C:7]=1[CH3:8].[H-].[Na+].[F:24][C:25]1[CH:32]=[CH:31][CH:30]=[CH:29][C:26]=1[CH2:27]Br. Product: [CH3:1][C:2]1[CH:3]=[C:4]([C:9]([C:11]2[C:20](=[O:21])[C:19]3[C:14](=[CH:15][CH:16]=[CH:17][CH:18]=3)[N:13]([CH2:27][C:26]3[CH:29]=[CH:30][CH:31]=[CH:32][C:25]=3[F:24])[CH:12]=2)=[O:10])[CH:5]=[N:6][C:7]=1[CH3:8]. The catalyst class is: 9.